This data is from Full USPTO retrosynthesis dataset with 1.9M reactions from patents (1976-2016). The task is: Predict the reactants needed to synthesize the given product. Given the product [NH2:87][C:3](=[O:2])[CH2:4][C:5]1[CH:42]=[CH:41][C:40]([C:43]([F:44])([F:45])[F:46])=[CH:39][C:6]=1[CH2:7][CH2:8][C:9]1[C:14]([C:15]([F:18])([F:17])[F:16])=[CH:13][N:12]=[C:11]([NH:19][C:20]2[CH:25]=[CH:24][C:23]([CH:26]3[CH2:31][CH2:30][N:29]([C:32]([O:34][C:35]([CH3:38])([CH3:37])[CH3:36])=[O:50])[CH2:28][CH2:27]3)=[CH:22][CH:21]=2)[N:88]=1, predict the reactants needed to synthesize it. The reactants are: C[O:2][C:3](=O)[CH2:4][C:5]1[CH:42]=[CH:41][C:40]([C:43]([F:46])([F:45])[F:44])=[CH:39][C:6]=1[CH2:7][CH2:8][C:9]1[C:14]([C:15]([F:18])([F:17])[F:16])=[CH:13][N:12]=[C:11]([NH:19][C:20]2[CH:25]=[CH:24][C:23]([CH:26]3[CH2:31][CH2:30][N:29]([C:32]([O:34][C:35]([CH3:38])([CH3:37])[CH3:36])=O)[CH2:28][CH2:27]3)=[CH:22][CH:21]=2)N=1.O[Li].[OH2:50].C1C=CC2N(O)N=NC=2C=1.CCN=C=NCCCN(C)C.Cl.Cl.CCN(C(C)C)C(C)C.C(=O)([O-])[O-].[NH4+:87].[NH4+:88].